This data is from Full USPTO retrosynthesis dataset with 1.9M reactions from patents (1976-2016). The task is: Predict the reactants needed to synthesize the given product. (1) Given the product [F:1][C:2]1[CH:10]=[CH:9][CH:8]=[C:7]2[C:3]=1[CH2:4][CH2:5][CH:6]2[N:13]=[C:12]=[S:14], predict the reactants needed to synthesize it. The reactants are: [F:1][C:2]1[CH:10]=[CH:9][CH:8]=[C:7]2[C:3]=1[CH2:4][CH2:5][CH:6]2O.[C:12]([S-:14])#[N:13].[K+].C(O)(=O)C(O)=O.[I-].[K+].II. (2) Given the product [Cl:1][C:2]1[CH:3]=[CH:4][C:5]2[CH:11]([CH3:12])[N:10]([CH3:21])[CH2:9][CH:8]([CH2:13][C:14]([F:17])([F:16])[F:15])[O:7][C:6]=2[N:18]=1, predict the reactants needed to synthesize it. The reactants are: [Cl:1][C:2]1[CH:3]=[CH:4][C:5]2[CH:11]([CH3:12])[NH:10][CH2:9][CH:8]([CH2:13][C:14]([F:17])([F:16])[F:15])[O:7][C:6]=2[N:18]=1.C=O.[C:21](O[BH-](OC(=O)C)OC(=O)C)(=O)C.[Na+]. (3) Given the product [Br:1][C:2]1[N:3]=[C:4]([CH3:11])[C:5]([C:6]([N:24]2[CH2:25][CH2:26][N:21]([C:18]3[C:17]([CH3:27])=[CH:16][C:15]([CH:12]4[CH2:13][CH2:14]4)=[CH:20][N:19]=3)[CH2:22][CH2:23]2)=[O:8])=[CH:9][CH:10]=1, predict the reactants needed to synthesize it. The reactants are: [Br:1][C:2]1[CH:10]=[CH:9][C:5]([C:6]([OH:8])=O)=[C:4]([CH3:11])[N:3]=1.[CH:12]1([C:15]2[CH:16]=[C:17]([CH3:27])[C:18]([N:21]3[CH2:26][CH2:25][NH:24][CH2:23][CH2:22]3)=[N:19][CH:20]=2)[CH2:14][CH2:13]1. (4) Given the product [CH3:26][O:25][C:20]1[C:21]([O:23][CH3:24])=[CH:22][C:11]2[C:10]3[C:15](=[C:16]([NH2:18])[N:17]=[C:8]([C:4]4[CH:5]=[N:6][CH:7]=[C:2]([O:35][C:32]5[CH:33]=[CH:34][C:29]([O:28][CH3:27])=[CH:30][CH:31]=5)[CH:3]=4)[CH:9]=3)[CH:14]=[N:13][C:12]=2[CH:19]=1, predict the reactants needed to synthesize it. The reactants are: Br[C:2]1[CH:3]=[C:4]([C:8]2[CH:9]=[C:10]3[C:15](=[C:16]([NH2:18])[N:17]=2)[CH:14]=[N:13][C:12]2[CH:19]=[C:20]([O:25][CH3:26])[C:21]([O:23][CH3:24])=[CH:22][C:11]3=2)[CH:5]=[N:6][CH:7]=1.[CH3:27][O:28][C:29]1[CH:34]=[CH:33][C:32]([OH:35])=[CH:31][CH:30]=1.CC(C)([O-])C.[Na+].C(P(C(C)(C)C)C1C=CC=CC=1C1C(C(C)C)=CC(C(C)C)=CC=1C(C)C)(C)(C)C. (5) The reactants are: [NH2:1][NH2:2].[Cl:3][C:4]1[CH:5]=[C:6]([CH:10]2[C:16]3[CH:17]=[C:18]([CH:21]([C:28]4[CH:33]=[CH:32][C:31]([Cl:34])=[CH:30][CH:29]=4)[C:22]4[N:26]([CH3:27])[CH:25]=[N:24][CH:23]=4)[CH:19]=[CH:20][C:15]=3[NH:14][C:13](=S)[CH2:12][S:11]2)[CH:7]=[CH:8][CH:9]=1.[Na+].[Cl-]. Given the product [Cl:3][C:4]1[CH:5]=[C:6]([CH:10]2[C:16]3[CH:17]=[C:18]([CH:21]([C:28]4[CH:33]=[CH:32][C:31]([Cl:34])=[CH:30][CH:29]=4)[C:22]4[N:26]([CH3:27])[CH:25]=[N:24][CH:23]=4)[CH:19]=[CH:20][C:15]=3[N:14]=[C:13]([NH:1][NH2:2])[CH2:12][S:11]2)[CH:7]=[CH:8][CH:9]=1, predict the reactants needed to synthesize it.